Task: Predict the product of the given reaction.. Dataset: Forward reaction prediction with 1.9M reactions from USPTO patents (1976-2016) (1) Given the reactants [ClH:1].[CH3:2][C:3]1[CH:12]=[CH:11][C:10]2[C:5](=[CH:6][CH:7]=[CH:8][C:9]=2[N:13]2[CH2:18][CH2:17][N:16]([CH2:19][CH2:20][C:21]([C:23]3[CH:24]=[CH:25][C:26]4[O:31][CH2:30][C:29](=[O:32])[NH:28][C:27]=4[CH:33]=3)=[O:22])[CH2:15][CH2:14]2)[N:4]=1.[BH4-].[Na+], predict the reaction product. The product is: [ClH:1].[OH:22][CH:21]([C:23]1[CH:24]=[CH:25][C:26]2[O:31][CH2:30][C:29](=[O:32])[NH:28][C:27]=2[CH:33]=1)[CH2:20][CH2:19][N:16]1[CH2:15][CH2:14][N:13]([C:9]2[CH:8]=[CH:7][CH:6]=[C:5]3[C:10]=2[CH:11]=[CH:12][C:3]([CH3:2])=[N:4]3)[CH2:18][CH2:17]1. (2) Given the reactants [OH:1][CH2:2][C:3]1([CH2:7][CH3:8])[CH2:6][O:5][CH2:4]1.[Br:9][CH2:10][CH2:11][CH2:12][CH2:13]Br.CCCCCC.[OH-].[Na+], predict the reaction product. The product is: [Br:9][CH2:10][CH2:11][CH2:12][CH2:13][O:1][CH2:2][C:3]1([CH2:7][CH3:8])[CH2:6][O:5][CH2:4]1.